Dataset: Full USPTO retrosynthesis dataset with 1.9M reactions from patents (1976-2016). Task: Predict the reactants needed to synthesize the given product. (1) Given the product [Br:21][C:19]1[CH:18]=[CH:17][C:12]2[O:13][CH2:14][C:15](=[O:16])[N:10]([CH2:9][CH2:8][N:5]3[CH2:6][CH2:7][CH:2]([NH:1][CH2:33][C:31]4[CH:30]=[CH:29][C:26]5[O:27][CH2:28][C:23](=[O:22])[NH:24][C:25]=5[N:32]=4)[CH2:3][CH2:4]3)[C:11]=2[N:20]=1, predict the reactants needed to synthesize it. The reactants are: [NH2:1][CH:2]1[CH2:7][CH2:6][N:5]([CH2:8][CH2:9][N:10]2[C:15](=[O:16])[CH2:14][O:13][C:12]3[CH:17]=[CH:18][C:19]([Br:21])=[N:20][C:11]2=3)[CH2:4][CH2:3]1.[O:22]=[C:23]1[CH2:28][O:27][C:26]2[CH:29]=[CH:30][C:31]([CH:33]=O)=[N:32][C:25]=2[NH:24]1.C([BH3-])#N.[Na+]. (2) Given the product [CH3:22][O:23][N:24]([CH3:25])[C:18]([C:17]1[C:10]2[CH2:9][N:8]([C:6]([O:5][C:1]([CH3:3])([CH3:4])[CH3:2])=[O:7])[CH:13]([CH3:14])[CH2:12][C:11]=2[NH:15][N:16]=1)=[O:19], predict the reactants needed to synthesize it. The reactants are: [C:1]([O:5][C:6]([N:8]1[CH:13]([CH3:14])[CH2:12][C:11]2[NH:15][N:16]=[C:17]([C:18](O)=[O:19])[C:10]=2[CH2:9]1)=[O:7])([CH3:4])([CH3:3])[CH3:2].Cl.[CH3:22][O:23][NH:24][CH3:25].C(P1(=O)OP(CCC)(=O)OP(CCC)(=O)O1)CC.O. (3) The reactants are: [Cl:1][C:2]1[CH:8]=[C:7]([N+:9]([O-:11])=[O:10])[CH:6]=[CH:5][C:3]=1[NH2:4].C(O)(=O)CC.N(OS(=O)(=O)O)=O.[CH:24]([O:26][C:27](=[O:40])[CH:28]([CH3:39])[CH2:29][N:30]([CH2:37][CH3:38])[C:31]1[CH:36]=[CH:35][CH:34]=[CH:33][CH:32]=1)=[CH2:25].S(=O)(=O)(O)[NH2:42]. Given the product [CH:24]([O:26][C:27](=[O:40])[CH:28]([CH3:39])[CH2:29][N:30]([C:31]1[CH:36]=[CH:35][C:34]([N:42]=[N:4][C:3]2[CH:5]=[CH:6][C:7]([N+:9]([O-:11])=[O:10])=[CH:8][C:2]=2[Cl:1])=[CH:33][CH:32]=1)[CH2:37][CH3:38])=[CH2:25], predict the reactants needed to synthesize it. (4) Given the product [Br:1][C:2]1[CH:3]=[C:4]([OH:18])[C:5]([NH:11][C:12](=[O:17])[C:13]([CH3:15])([CH3:14])[CH3:16])=[C:6]([C:10]=1[N+:19]([O-:21])=[O:20])[C:7]([OH:9])=[O:8], predict the reactants needed to synthesize it. The reactants are: [Br:1][C:2]1[CH:3]=[C:4]([OH:18])[C:5]([NH:11][C:12](=[O:17])[C:13]([CH3:16])([CH3:15])[CH3:14])=[C:6]([CH:10]=1)[C:7]([OH:9])=[O:8].[N+:19]([O-])([OH:21])=[O:20]. (5) Given the product [F:28][C:29]1[CH:34]=[CH:33][C:32]([O:16][CH:17]2[CH2:18][N:19]([C:21]([O:23][C:24]([CH3:25])([CH3:26])[CH3:27])=[O:22])[CH2:20]2)=[CH:31][CH:30]=1, predict the reactants needed to synthesize it. The reactants are: CN(C)C=O.S([O:16][CH:17]1[CH2:20][N:19]([C:21]([O:23][C:24]([CH3:27])([CH3:26])[CH3:25])=[O:22])[CH2:18]1)(C1C=CC(C)=CC=1)(=O)=O.[F:28][C:29]1[CH:34]=[CH:33][C:32](O)=[CH:31][CH:30]=1.C(=O)([O-])[O-].[Cs+].[Cs+].